This data is from NCI-60 drug combinations with 297,098 pairs across 59 cell lines. The task is: Regression. Given two drug SMILES strings and cell line genomic features, predict the synergy score measuring deviation from expected non-interaction effect. (1) Drug 1: C1=CC(=CC=C1CCCC(=O)O)N(CCCl)CCCl. Drug 2: C1C(C(OC1N2C=C(C(=O)NC2=O)F)CO)O. Cell line: SF-295. Synergy scores: CSS=45.5, Synergy_ZIP=-5.11, Synergy_Bliss=-5.81, Synergy_Loewe=-2.24, Synergy_HSA=0.326. (2) Drug 1: C1=CC(=CC=C1CC(C(=O)O)N)N(CCCl)CCCl.Cl. Drug 2: CN(CC1=CN=C2C(=N1)C(=NC(=N2)N)N)C3=CC=C(C=C3)C(=O)NC(CCC(=O)O)C(=O)O. Cell line: SR. Synergy scores: CSS=72.5, Synergy_ZIP=1.52, Synergy_Bliss=1.00, Synergy_Loewe=-1.48, Synergy_HSA=2.24. (3) Drug 1: CNC(=O)C1=CC=CC=C1SC2=CC3=C(C=C2)C(=NN3)C=CC4=CC=CC=N4. Drug 2: CN(C)N=NC1=C(NC=N1)C(=O)N. Cell line: OVCAR-8. Synergy scores: CSS=-4.30, Synergy_ZIP=1.32, Synergy_Bliss=-0.816, Synergy_Loewe=-4.21, Synergy_HSA=-3.99.